This data is from Forward reaction prediction with 1.9M reactions from USPTO patents (1976-2016). The task is: Predict the product of the given reaction. (1) Given the reactants Br[C:2]1[CH:3]=[C:4]2[C:10]([C:11]3[CH:12]=[C:13]4[C:17](=[CH:18][CH:19]=3)[NH:16][CH:15]=[CH:14]4)=[CH:9][N:8]([S:20]([C:23]3[CH:29]=[CH:28][C:26]([CH3:27])=[CH:25][CH:24]=3)(=[O:22])=[O:21])[C:5]2=[N:6][CH:7]=1.CO[C:32]1[CH:46]=[C:45](B2OC(C)(C)C(C)(C)O2)[CH:44]=[CH:43][C:33]=1OCCN1CCNCC1.[C:56]([O-])([O-])=[O:57].[Na+].[Na+], predict the reaction product. The product is: [NH:16]1[C:17]2[C:13](=[CH:12][C:11]([C:10]3[C:4]4[C:5](=[N:6][CH:7]=[C:2]([C:33]5[CH:32]=[CH:46][C:45]([CH:56]=[O:57])=[CH:44][CH:43]=5)[CH:3]=4)[N:8]([S:20]([C:23]4[CH:24]=[CH:25][C:26]([CH3:27])=[CH:28][CH:29]=4)(=[O:21])=[O:22])[CH:9]=3)=[CH:19][CH:18]=2)[CH:14]=[CH:15]1. (2) Given the reactants [C:1]1([OH:7])[CH:6]=[CH:5][CH:4]=[CH:3][CH:2]=1.Cl[C:9]1[N:18]=[C:17]([C:19]2[CH:24]=[CH:23][C:22]([CH:25]([CH3:27])[CH3:26])=[CH:21][CH:20]=2)[C:16]2[C:11](=[CH:12][C:13]([O:30][CH3:31])=[C:14]([O:28][CH3:29])[CH:15]=2)[N:10]=1, predict the reaction product. The product is: [CH:25]([C:22]1[CH:23]=[CH:24][C:19]([C:17]2[C:16]3[C:11](=[CH:12][C:13]([O:30][CH3:31])=[C:14]([O:28][CH3:29])[CH:15]=3)[N:10]=[C:9]([O:7][C:1]3[CH:6]=[CH:5][CH:4]=[CH:3][CH:2]=3)[N:18]=2)=[CH:20][CH:21]=1)([CH3:27])[CH3:26].